Dataset: CYP2D6 inhibition data for predicting drug metabolism from PubChem BioAssay. Task: Regression/Classification. Given a drug SMILES string, predict its absorption, distribution, metabolism, or excretion properties. Task type varies by dataset: regression for continuous measurements (e.g., permeability, clearance, half-life) or binary classification for categorical outcomes (e.g., BBB penetration, CYP inhibition). Dataset: cyp2d6_veith. (1) The drug is CC(C)NC(=O)N1CCCC2(CCN(C(=O)Oc3ccccc3)CC2)C1. The result is 0 (non-inhibitor). (2) The result is 0 (non-inhibitor). The compound is O=P(O)(O)O[C@@H]1O[C@H](CO)[C@@H](O)[C@H](O)[C@@H]1O. (3) The drug is Cc1ccc(OCC(=O)NC2=NCCS2)cc1. The result is 0 (non-inhibitor). (4) The drug is CN1C[C@H](C(=O)N[C@@]2(C)O[C@@]3(O)[C@H]4CCCN4C(=O)[C@@H](Cc4ccccc4)N3C2=O)C=C2c3cccc4[nH]cc(c34)C[C@@H]21. The result is 0 (non-inhibitor).